From a dataset of Forward reaction prediction with 1.9M reactions from USPTO patents (1976-2016). Predict the product of the given reaction. (1) Given the reactants Cl[CH2:2][CH2:3][CH2:4][O:5][C:6]1[CH:7]=[N:8][CH:9]=[CH:10][CH:11]=1.[CH:12]([NH:15]C(C)C)([CH3:14])[CH3:13], predict the reaction product. The product is: [CH3:13][CH:12]([NH:15][CH2:2][CH2:3][CH2:4][O:5][C:6]1[CH:7]=[N:8][CH:9]=[CH:10][CH:11]=1)[CH3:14]. (2) Given the reactants [NH2:1][C:2]1[C:10]([Cl:11])=[CH:9][C:5]([C:6](O)=[O:7])=[CH:4][C:3]=1[Cl:12].B.O1CCCC1.CO, predict the reaction product. The product is: [Cl:11][C:10]1[CH:9]=[C:5]([CH2:6][OH:7])[CH:4]=[C:3]([Cl:12])[C:2]=1[NH2:1]. (3) The product is: [O:21]1[C:17]2[CH:16]=[CH:15][C:14]([C:12]([CH:9]3[CH2:8][CH2:7][N:6]([CH2:5][C:4]([OH:23])=[O:3])[CH2:11][CH2:10]3)=[O:13])=[CH:22][C:18]=2[CH2:19][CH2:20]1. Given the reactants C([O:3][C:4](=[O:23])[CH2:5][N:6]1[CH2:11][CH2:10][CH:9]([C:12]([C:14]2[CH:15]=[CH:16][C:17]3[O:21][CH2:20][CH2:19][C:18]=3[CH:22]=2)=[O:13])[CH2:8][CH2:7]1)C.O[Li].O, predict the reaction product.